This data is from Full USPTO retrosynthesis dataset with 1.9M reactions from patents (1976-2016). The task is: Predict the reactants needed to synthesize the given product. (1) Given the product [Cl:43][C:41]1[CH:40]=[C:27]([CH:26]=[C:25]([Cl:24])[CH:42]=1)[O:28][CH:29]1[CH2:30][NH:31][CH2:32]1, predict the reactants needed to synthesize it. The reactants are: ClC1C=C(C(C2CCN(C(OC(C)(C)C)=O)CC2)C)C=C(Cl)C=1.[Cl:24][C:25]1[CH:26]=[C:27]([CH:40]=[C:41]([Cl:43])[CH:42]=1)[O:28][CH:29]1[CH2:32][N:31](C(OC(C)(C)C)=O)[CH2:30]1. (2) The reactants are: [C:1]([C:4]1[CH:5]=[N:6][C:7]2[C:12]([C:13]=1[NH:14][C:15]1[CH:16]=[CH:17][C:18]([N:21]3[CH2:25][CH2:24][CH:23]([N:26]([CH3:34])[C:27](=[O:33])[O:28][C:29]([CH3:32])([CH3:31])[CH3:30])[CH2:22]3)=[N:19][CH:20]=1)=[CH:11][C:10](Br)=[CH:9][CH:8]=2)(=[O:3])[CH3:2].[Cl:36][C:37]1[CH:42]=[C:41](B2OC(C)(C)C(C)(C)O2)[CH:40]=[C:39]([Cl:52])[C:38]=1[OH:53]. Given the product [C:1]([C:4]1[CH:5]=[N:6][C:7]2[C:12]([C:13]=1[NH:14][C:15]1[CH:16]=[CH:17][C:18]([N:21]3[CH2:25][CH2:24][CH:23]([N:26]([CH3:34])[C:27](=[O:33])[O:28][C:29]([CH3:32])([CH3:31])[CH3:30])[CH2:22]3)=[N:19][CH:20]=1)=[CH:11][C:10]([C:41]1[CH:42]=[C:37]([Cl:36])[C:38]([OH:53])=[C:39]([Cl:52])[CH:40]=1)=[CH:9][CH:8]=2)(=[O:3])[CH3:2], predict the reactants needed to synthesize it.